Task: Predict the reactants needed to synthesize the given product.. Dataset: Retrosynthesis with 50K atom-mapped reactions and 10 reaction types from USPTO (1) The reactants are: CC(C)N1CCC(NC(=O)c2nc3c(C(=O)O)cccc3n2CC(=O)Nc2ccc(Cl)cn2)CC1.OCC1CC1. Given the product CC(C)N1CCC(NC(=O)c2nc3c(C(=O)OCC4CC4)cccc3n2CC(=O)Nc2ccc(Cl)cn2)CC1, predict the reactants needed to synthesize it. (2) Given the product CS(=O)(=O)Nn1c(=O)[nH]c2cc([N+](=O)[O-])c(N3CCC(O)C3)cc2c1=O, predict the reactants needed to synthesize it. The reactants are: CS(=O)(=O)Nn1c(=O)[nH]c2cc([N+](=O)[O-])c(F)cc2c1=O.OC1CCNC1. (3) The reactants are: CC(C)(C)OC(=O)N1CCC2(CC1)CN([C@@H]1CCc3cc(-c4cnc(C(N)=O)cn4)ccc31)C2. Given the product NC(=O)c1cnc(-c2ccc3c(c2)CC[C@H]3N2CC3(CCNCC3)C2)cn1, predict the reactants needed to synthesize it.